Dataset: NCI-60 drug combinations with 297,098 pairs across 59 cell lines. Task: Regression. Given two drug SMILES strings and cell line genomic features, predict the synergy score measuring deviation from expected non-interaction effect. (1) Drug 1: C1=CC=C(C(=C1)C(C2=CC=C(C=C2)Cl)C(Cl)Cl)Cl. Drug 2: CC1C(C(CC(O1)OC2CC(CC3=C2C(=C4C(=C3O)C(=O)C5=CC=CC=C5C4=O)O)(C(=O)C)O)N)O. Cell line: MALME-3M. Synergy scores: CSS=66.7, Synergy_ZIP=-4.67, Synergy_Bliss=-2.40, Synergy_Loewe=-1.10, Synergy_HSA=0.504. (2) Drug 1: C1=CC(=CC=C1CCCC(=O)O)N(CCCl)CCCl. Drug 2: C1CN(CCN1C(=O)CCBr)C(=O)CCBr. Cell line: SK-OV-3. Synergy scores: CSS=6.63, Synergy_ZIP=-2.56, Synergy_Bliss=0.496, Synergy_Loewe=-2.06, Synergy_HSA=0.218. (3) Drug 1: C1=C(C(=O)NC(=O)N1)N(CCCl)CCCl. Drug 2: CN(CC1=CN=C2C(=N1)C(=NC(=N2)N)N)C3=CC=C(C=C3)C(=O)NC(CCC(=O)O)C(=O)O. Cell line: RXF 393. Synergy scores: CSS=16.6, Synergy_ZIP=-5.99, Synergy_Bliss=-1.40, Synergy_Loewe=-2.29, Synergy_HSA=0.397. (4) Drug 1: C1=CC(=CC=C1CC(C(=O)O)N)N(CCCl)CCCl.Cl. Drug 2: COCCOC1=C(C=C2C(=C1)C(=NC=N2)NC3=CC=CC(=C3)C#C)OCCOC.Cl. Cell line: HT29. Synergy scores: CSS=-1.99, Synergy_ZIP=-1.89, Synergy_Bliss=-1.37, Synergy_Loewe=-7.06, Synergy_HSA=-6.48. (5) Synergy scores: CSS=23.8, Synergy_ZIP=3.39, Synergy_Bliss=1.77, Synergy_Loewe=-11.6, Synergy_HSA=1.73. Drug 2: C1CNP(=O)(OC1)N(CCCl)CCCl. Cell line: SK-MEL-28. Drug 1: CC12CCC3C(C1CCC2=O)CC(=C)C4=CC(=O)C=CC34C. (6) Drug 1: CC1C(C(CC(O1)OC2CC(OC(C2O)C)OC3=CC4=CC5=C(C(=O)C(C(C5)C(C(=O)C(C(C)O)O)OC)OC6CC(C(C(O6)C)O)OC7CC(C(C(O7)C)O)OC8CC(C(C(O8)C)O)(C)O)C(=C4C(=C3C)O)O)O)O. Drug 2: C(CN)CNCCSP(=O)(O)O. Cell line: UO-31. Synergy scores: CSS=10.3, Synergy_ZIP=0.587, Synergy_Bliss=1.31, Synergy_Loewe=-0.595, Synergy_HSA=-0.516.